Dataset: Reaction yield outcomes from USPTO patents with 853,638 reactions. Task: Predict the reaction yield, written as a fraction of the theoretical maximum amount of product (1.0 means a 100% yield; for example, 0.34 means a 34% yield). (1) The reactants are [Br:1][C:2]1[CH:7]=[CH:6][C:5]([N+:8]([O-:10])=[O:9])=[C:4](F)[CH:3]=1.[NH2:12][C@H:13]([C:15]([OH:17])=[O:16])[CH3:14].C(=O)([O-])[O-].[K+].[K+].Cl. The catalyst is C(O)C.O. The product is [Br:1][C:2]1[CH:7]=[CH:6][C:5]([N+:8]([O-:10])=[O:9])=[C:4]([NH:12][C@H:13]([C:15]([OH:17])=[O:16])[CH3:14])[CH:3]=1. The yield is 1.00. (2) The reactants are [CH3:1][C:2]([CH3:5])([O-:4])[CH3:3].[K+].[C:7]([C:11]1[N:15]([CH3:16])[N:14]([CH2:17][CH:18]2[CH2:21][CH2:20][CH2:19]2)/[C:13](=[N:22]/[C:23](=[O:33])[C:24]2[CH:29]=[C:28]([C:30]#[N:31])[CH:27]=[CH:26][C:25]=2F)/[CH:12]=1)([CH3:10])([CH3:9])[CH3:8].CC[O:36]C(C)=O.CO. The catalyst is C1COCC1.CCN(CC)CC. The product is [C:7]([C:11]1[N:15]([CH3:16])[N:14]([CH2:17][CH:18]2[CH2:21][CH2:20][CH2:19]2)/[C:13](=[N:22]/[C:23](=[O:33])[C:24]2[CH:29]=[C:28]([C:30]#[N:31])[CH:27]=[CH:26][C:25]=2[O:36][CH2:1][C:2]([OH:4])([CH3:5])[CH3:3])/[CH:12]=1)([CH3:10])([CH3:9])[CH3:8]. The yield is 0.600. (3) The reactants are [NH2:1][C:2]1[CH:10]=[CH:9][C:8]([F:11])=[CH:7][C:3]=1[C:4]([OH:6])=[O:5].[CH2:12](O)[CH3:13]. The catalyst is C1(C)C=CC=CC=1.OS(O)(=O)=O. The product is [NH2:1][C:2]1[CH:10]=[CH:9][C:8]([F:11])=[CH:7][C:3]=1[C:4]([O:6][CH2:12][CH3:13])=[O:5]. The yield is 0.500. (4) The yield is 0.480. The product is [Br:12][C:13]1[CH:14]=[C:15]([CH:16]2[C:2]([C:1]([O:7][C:8]([CH3:11])([CH3:10])[CH3:9])=[O:6])=[C:3]([CH3:5])[NH:21][C:3]([CH3:5])=[C:2]2[C:1]([O:7][C:8]([CH3:11])([CH3:10])[CH3:9])=[O:22])[CH:18]=[CH:19][CH:20]=1. The reactants are [C:1]([O:7][C:8]([CH3:11])([CH3:10])[CH3:9])(=[O:6])[CH2:2][C:3]([CH3:5])=O.[Br:12][C:13]1[CH:14]=[C:15]([CH:18]=[CH:19][CH:20]=1)[CH:16]=O.[NH4+:21].[OH-:22]. The catalyst is CCO.C(Cl)Cl. (5) The reactants are [Cl:1][C:2]1[N:3]=[C:4]([N:11]2[CH2:16][CH2:15][O:14][CH2:13][CH2:12]2)[C:5]2[S:10][CH:9]=[CH:8][C:6]=2[N:7]=1.[I:17]I. The catalyst is CCCCCC.C1COCC1. The product is [Cl:1][C:2]1[N:3]=[C:4]([N:11]2[CH2:16][CH2:15][O:14][CH2:13][CH2:12]2)[C:5]2[S:10][C:9]([I:17])=[CH:8][C:6]=2[N:7]=1. The yield is 0.750. (6) The reactants are [Si:1]([O:8][CH:9]1[CH:14]([C:15]2[CH:20]=[CH:19][N:18]=[CH:17][C:16]=2[N+:21]([O-])=O)[O:13][CH:12]([CH3:24])[C:11]([CH3:26])([OH:25])[CH:10]1[OH:27])([C:4]([CH3:7])([CH3:6])[CH3:5])([CH3:3])[CH3:2]. The catalyst is CCO.[Pd]. The product is [NH2:21][C:16]1[CH:17]=[N:18][CH:19]=[CH:20][C:15]=1[CH:14]1[O:13][CH:12]([CH3:24])[C:11]([CH3:26])([OH:25])[CH:10]([OH:27])[CH:9]1[O:8][Si:1]([C:4]([CH3:5])([CH3:7])[CH3:6])([CH3:2])[CH3:3]. The yield is 0.990. (7) The product is [Cl:23][C:24]1[CH:31]=[CH:30][C:27]([N:28]([CH2:6][CH2:7][N:8]2[CH:12]=[C:11]([C:13]3[CH:18]=[C:17]([C:19]([OH:21])=[O:20])[CH:16]=[CH:15][N:14]=3)[N:10]=[CH:9]2)[CH3:29])=[CH:26][CH:25]=1. The reactants are CS(O[CH2:6][CH2:7][N:8]1[CH:12]=[C:11]([C:13]2[CH:18]=[C:17]([C:19]([O:21]C)=[O:20])[CH:16]=[CH:15][N:14]=2)[N:10]=[CH:9]1)(=O)=O.[Cl:23][C:24]1[CH:31]=[CH:30][C:27]([NH:28][CH3:29])=[CH:26][CH:25]=1. The yield is 0.190. No catalyst specified.